From a dataset of Forward reaction prediction with 1.9M reactions from USPTO patents (1976-2016). Predict the product of the given reaction. (1) Given the reactants [CH2:1]([NH:8][C:9]1[C:18]2[C:13](=[CH:14][CH:15]=[CH:16][CH:17]=2)[N:12]=[C:11](Cl)[CH:10]=1)[C:2]1[CH:7]=[CH:6][CH:5]=[CH:4][CH:3]=1.[NH:20]1[CH2:25][CH2:24][CH2:23][CH2:22][CH2:21]1, predict the reaction product. The product is: [CH2:1]([NH:8][C:9]1[C:18]2[C:13](=[CH:14][CH:15]=[CH:16][CH:17]=2)[N:12]=[C:11]([N:20]2[CH2:25][CH2:24][CH2:23][CH2:22][CH2:21]2)[CH:10]=1)[C:2]1[CH:7]=[CH:6][CH:5]=[CH:4][CH:3]=1. (2) Given the reactants C(OC(=O)[NH:7][CH2:8][C:9]1[CH:14]=[C:13]([C:15](=[O:22])[NH:16][CH2:17][CH2:18][N:19]([CH3:21])[CH3:20])[CH:12]=[C:11]([Cl:23])[C:10]=1[F:24])(C)(C)C.C(O)(C(F)(F)F)=O, predict the reaction product. The product is: [NH2:7][CH2:8][C:9]1[CH:14]=[C:13]([CH:12]=[C:11]([Cl:23])[C:10]=1[F:24])[C:15]([NH:16][CH2:17][CH2:18][N:19]([CH3:21])[CH3:20])=[O:22].